Dataset: Peptide-MHC class II binding affinity with 134,281 pairs from IEDB. Task: Regression. Given a peptide amino acid sequence and an MHC pseudo amino acid sequence, predict their binding affinity value. This is MHC class II binding data. (1) The peptide sequence is SAFLESQSMNKIGDD. The binding affinity (normalized) is 0.421. The MHC is DRB1_0701 with pseudo-sequence DRB1_0701. (2) The peptide sequence is SFVMMSAPPAEYKLQ. The MHC is DRB1_0701 with pseudo-sequence DRB1_0701. The binding affinity (normalized) is 0.306. (3) The peptide sequence is RVVHLYRNGKDQDGD. The MHC is DRB1_0701 with pseudo-sequence DRB1_0701. The binding affinity (normalized) is 0.0805.